Dataset: Catalyst prediction with 721,799 reactions and 888 catalyst types from USPTO. Task: Predict which catalyst facilitates the given reaction. (1) Reactant: [NH:1]1[CH:5]=[N:4][N:3]=[N:2]1.[CH:6]([NH:9][CH:10]([CH3:12])[CH3:11])([CH3:8])[CH3:7].C(#N)C. Product: [NH:1]1[C-:5]=[N:4][N:3]=[N:2]1.[CH:6]([NH2+:9][CH:10]([CH3:12])[CH3:11])([CH3:8])[CH3:7]. The catalyst class is: 28. (2) Reactant: [C:1]([CH:5]1[CH2:10][CH2:9][O:8][CH2:7][CH2:6]1)(=[O:4])[CH2:2][CH3:3].[C:11](=[O:16])([O:14][CH3:15])OC.C[O-].[Na+].Cl. Product: [O:8]1[CH2:9][CH2:10][CH:5]([C:1](=[O:4])[CH:2]([CH3:3])[C:11]([O:14][CH3:15])=[O:16])[CH2:6][CH2:7]1. The catalyst class is: 69. (3) Reactant: [Br:1][C:2]1[CH:3]=[CH:4][C:5]2[O:9][C:8]([C:10]([NH2:12])=[O:11])=[C:7]([NH:13][C:14](=[O:18])[CH:15](Cl)[CH3:16])[C:6]=2[CH:19]=1.[OH:20][C@H:21]1[CH2:25][CH2:24][NH:23][CH2:22]1. Product: [Br:1][C:2]1[CH:3]=[CH:4][C:5]2[O:9][C:8]([C:10]([NH2:12])=[O:11])=[C:7]([NH:13][C:14](=[O:18])[CH:15]([N:23]3[CH2:24][CH2:25][C@H:21]([OH:20])[CH2:22]3)[CH3:16])[C:6]=2[CH:19]=1. The catalyst class is: 8. (4) Reactant: [Br:1][C:2]1[CH:7]=[CH:6][C:5]([OH:8])=[CH:4][CH:3]=1.Cl[CH2:10][CH2:11][CH2:12][O:13][CH2:14][C:15]1[CH:20]=[CH:19][CH:18]=[CH:17][C:16]=1[O:21][CH3:22].[Na+].[I-].C([O-])([O-])=O.[Cs+].[Cs+]. Product: [Br:1][C:2]1[CH:7]=[CH:6][C:5]([O:8][CH2:10][CH2:11][CH2:12][O:13][CH2:14][C:15]2[CH:20]=[CH:19][CH:18]=[CH:17][C:16]=2[O:21][CH3:22])=[CH:4][CH:3]=1. The catalyst class is: 3. (5) Reactant: [I:1][C:2]1[CH:10]=[CH:9][C:5]([C:6](Cl)=[O:7])=[CH:4][CH:3]=1.IC1C=CC(C(O)=O)=CC=1.S(Cl)(Cl)=O.[CH2:25]([C:29]1[O:30][C:31]2[CH:37]=[CH:36][C:35]([NH:38][S:39]([CH3:42])(=[O:41])=[O:40])=[CH:34][C:32]=2[CH:33]=1)[CH2:26][CH2:27][CH3:28]. Product: [CH2:25]([C:29]1[O:30][C:31]2[CH:37]=[CH:36][C:35]([NH:38][S:39]([CH3:42])(=[O:40])=[O:41])=[CH:34][C:32]=2[C:33]=1[C:6](=[O:7])[C:5]1[CH:9]=[CH:10][C:2]([I:1])=[CH:3][CH:4]=1)[CH2:26][CH2:27][CH3:28]. The catalyst class is: 4. (6) The catalyst class is: 536. Reactant: Br[C:2]1[CH:3]=[CH:4][C:5]([O:11][C:12]2[CH:17]=[CH:16][C:15]([S:18][CH3:19])=[CH:14][CH:13]=2)=[C:6]([CH:10]=1)[CH2:7][NH:8][CH3:9].C(=O)([O-])[O-].[K+].[K+].[NH:26]1[CH:30]=[CH:29][N:28]=[N:27]1. Product: [CH3:9][NH:8][CH2:7][C:6]1[CH:10]=[C:2]([N:27]2[N:28]=[CH:29][CH:30]=[N:26]2)[CH:3]=[CH:4][C:5]=1[O:11][C:12]1[CH:17]=[CH:16][C:15]([S:18][CH3:19])=[CH:14][CH:13]=1. (7) Reactant: [CH2:1]([N:8]1[CH2:13][CH2:12][CH:11]([NH:14][C:15]2[CH:23]=[CH:22][C:18]([C:19]([NH2:21])=[O:20])=[CH:17][CH:16]=2)[CH2:10][CH2:9]1)[C:2]1[CH:7]=[CH:6][CH:5]=[CH:4][CH:3]=1.[ClH:24].CCOCC. Product: [ClH:24].[CH2:1]([N:8]1[CH2:9][CH2:10][CH:11]([NH:14][C:15]2[CH:16]=[CH:17][C:18]([C:19]([NH2:21])=[O:20])=[CH:22][CH:23]=2)[CH2:12][CH2:13]1)[C:2]1[CH:3]=[CH:4][CH:5]=[CH:6][CH:7]=1. The catalyst class is: 7. (8) The catalyst class is: 101. Product: [CH:71]1([C:62]2[C:61]([N:1]3[CH2:7][CH2:6][CH2:5][NH:4][CH2:3][CH2:2]3)=[C:70]3[C:65]([CH:66]=[CH:67][CH:68]=[N:69]3)=[CH:64][CH:63]=2)[CH2:73][CH2:72]1. Reactant: [NH:1]1[CH2:7][CH2:6][CH2:5][NH:4][CH2:3][CH2:2]1.CC([O-])(C)C.[Na+].C1C=CC(P(C2C=CC3C(=CC=CC=3)C=2C2C3C(=CC=CC=3)C=CC=2P(C2C=CC=CC=2)C2C=CC=CC=2)C2C=CC=CC=2)=CC=1.Br[C:61]1[C:62]([CH:71]2[CH2:73][CH2:72]2)=[CH:63][CH:64]=[C:65]2[C:70]=1[N:69]=[CH:68][CH:67]=[CH:66]2. (9) Reactant: [N:1]1[CH:6]=[CH:5][CH:4]=[CH:3][C:2]=1[NH:7][C:8]1[CH:13]=[CH:12][CH:11]=[CH:10][C:9]=1[NH2:14].[CH:15]([C:18]1[CH:28]=[CH:27][C:21]([CH:22]=[CH:23][C:24](Cl)=O)=[CH:20][CH:19]=1)([CH3:17])[CH3:16].N1C=CC=CC=1N1C2C=CC=CC=2N=C1/C=C/C1C=CC=CC=1.[C:52]([OH:57])(=[O:56])[C:53]([OH:55])=[O:54]. Product: [C:52]([OH:57])(=[O:56])[C:53]([OH:55])=[O:54].[CH:15]([C:18]1[CH:19]=[CH:20][C:21](/[CH:22]=[CH:23]/[C:24]2[N:7]([C:2]3[CH:3]=[CH:4][CH:5]=[CH:6][N:1]=3)[C:8]3[CH:13]=[CH:12][CH:11]=[CH:10][C:9]=3[N:14]=2)=[CH:27][CH:28]=1)([CH3:17])[CH3:16]. The catalyst class is: 13.